Regression. Given a peptide amino acid sequence and an MHC pseudo amino acid sequence, predict their binding affinity value. This is MHC class II binding data. From a dataset of Peptide-MHC class II binding affinity with 134,281 pairs from IEDB. (1) The peptide sequence is WEFVNTPPLVKLWYQ. The MHC is DRB1_0401 with pseudo-sequence DRB1_0401. The binding affinity (normalized) is 0.692. (2) The peptide sequence is TLTAFGFASADLIEI. The MHC is DRB1_0401 with pseudo-sequence DRB1_0401. The binding affinity (normalized) is 0.532. (3) The peptide sequence is MLRKKQITVLDLHPGAGK. The MHC is DRB1_0101 with pseudo-sequence DRB1_0101. The binding affinity (normalized) is 0.309. (4) The peptide sequence is NLTNLLSARKLDSSK. The MHC is DRB1_0802 with pseudo-sequence DRB1_0802. The binding affinity (normalized) is 0.563. (5) The peptide sequence is IPVMAYLVGLFAWVL. The MHC is DRB4_0101 with pseudo-sequence DRB4_0103. The binding affinity (normalized) is 0.331. (6) The peptide sequence is GPPVEASAAALAGDA. The MHC is DRB1_1201 with pseudo-sequence DRB1_1201. The binding affinity (normalized) is 0.0490. (7) The MHC is DRB1_0101 with pseudo-sequence DRB1_0101. The peptide sequence is LRDLVISDSSGSLRL. The binding affinity (normalized) is 0.455. (8) The peptide sequence is HGLDVKFHTQAFSAH. The MHC is DRB1_0301 with pseudo-sequence DRB1_0301. The binding affinity (normalized) is 0.409. (9) The peptide sequence is PSHIMSVLDMGQGIL. The MHC is DRB1_1101 with pseudo-sequence DRB1_1101. The binding affinity (normalized) is 0.378.